Dataset: Full USPTO retrosynthesis dataset with 1.9M reactions from patents (1976-2016). Task: Predict the reactants needed to synthesize the given product. Given the product [CH:11]1([CH2:10][N:9]2[C:5]([C:3](=[O:4])[CH2:2][P:23]([O:27][CH2:28][CH3:29])([O:24][CH2:25][CH3:26])=[O:30])=[CH:6][C:7]([C:18]([O:20][CH2:21][CH3:22])=[O:19])=[C:8]2[CH3:17])[CH2:16][CH2:15][CH2:14][CH2:13][CH2:12]1, predict the reactants needed to synthesize it. The reactants are: Br[CH2:2][C:3]([C:5]1[N:9]([CH2:10][CH:11]2[CH2:16][CH2:15][CH2:14][CH2:13][CH2:12]2)[C:8]([CH3:17])=[C:7]([C:18]([O:20][CH2:21][CH3:22])=[O:19])[CH:6]=1)=[O:4].[P:23]([O:30]CC)([O:27][CH2:28][CH3:29])[O:24][CH2:25][CH3:26].